This data is from Catalyst prediction with 721,799 reactions and 888 catalyst types from USPTO. The task is: Predict which catalyst facilitates the given reaction. (1) Reactant: [F:1][C:2]1[CH:7]=[CH:6][C:5]([CH2:8][CH:9]([C:11]2[CH:16]=[CH:15][C:14]([S:17]([C:20]3[CH:25]=[CH:24][CH:23]=[CH:22][CH:21]=3)(=[O:19])=[O:18])=[CH:13][CH:12]=2)O)=[CH:4][CH:3]=1.C(N(S(F)(F)[F:32])CC)C.C(=O)([O-])O.[Na+]. Product: [F:1][C:2]1[CH:7]=[CH:6][C:5]([CH2:8][CH:9]([F:32])[C:11]2[CH:16]=[CH:15][C:14]([S:17]([C:20]3[CH:25]=[CH:24][CH:23]=[CH:22][CH:21]=3)(=[O:19])=[O:18])=[CH:13][CH:12]=2)=[CH:4][CH:3]=1. The catalyst class is: 4. (2) Reactant: C[O:2][C:3]([C:5]1[C:10]([CH3:11])=[N:9][C:8]([O:12][CH3:13])=[CH:7][N:6]=1)=[O:4].[OH-].[Na+:15].[ClH:16].C1(C)C=CC=CC=1. Product: [CH3:13][O:12][C:8]1[N:9]=[C:10]([CH3:11])[C:5]([C:3]([OH:4])=[O:2])=[N:6][CH:7]=1.[Cl-:16].[Na+:15]. The catalyst class is: 1.